Task: Predict the reactants needed to synthesize the given product.. Dataset: Full USPTO retrosynthesis dataset with 1.9M reactions from patents (1976-2016) (1) Given the product [N:1]1[CH:6]=[CH:5][CH:4]=[C:3]([C:7]2[N:16]=[C:15]([C:17]([N:27]3[CH2:26][CH2:25][C:24]4[C:29](=[CH:30][CH:31]=[C:32]([O:33][CH3:34])[C:23]=4[O:22][CH3:21])[CH2:28]3)=[O:19])[C:14]3[C:9](=[CH:10][CH:11]=[CH:12][CH:13]=3)[N:8]=2)[CH:2]=1, predict the reactants needed to synthesize it. The reactants are: [N:1]1[CH:6]=[CH:5][CH:4]=[C:3]([C:7]2[N:16]=[C:15]([C:17]([OH:19])=O)[C:14]3[C:9](=[CH:10][CH:11]=[CH:12][CH:13]=3)[N:8]=2)[CH:2]=1.Cl.[CH3:21][O:22][C:23]1[C:32]([O:33][CH3:34])=[CH:31][CH:30]=[C:29]2[C:24]=1[CH2:25][CH2:26][NH:27][CH2:28]2. (2) The reactants are: [NH2:1][CH2:2][C:3]1[CH:8]=[CH:7][CH:6]=[CH:5][C:4]=1[OH:9].[Cl:10][C:11]1[CH:18]=[CH:17][C:14]([CH:15]=O)=[CH:13][CH:12]=1. Given the product [Cl:10][C:11]1[CH:18]=[CH:17][C:14](/[CH:15]=[N:1]\[CH2:2][C:3]2[CH:8]=[CH:7][CH:6]=[CH:5][C:4]=2[OH:9])=[CH:13][CH:12]=1, predict the reactants needed to synthesize it. (3) Given the product [Si:1]([O:8][CH2:9][CH2:10][CH2:11][CH2:12][CH2:13][O:14][C:15]1[C:16]([Se:29][C:30]2[CH:40]=[CH:39][C:33]([C:34]([OH:36])=[O:35])=[CH:32][N:31]=2)=[CH:17][C:18]2[C:19]([CH3:27])([CH3:28])[CH2:20][CH2:21][C:22]([CH3:26])([CH3:25])[C:23]=2[CH:24]=1)([C:4]([CH3:5])([CH3:6])[CH3:7])([CH3:3])[CH3:2], predict the reactants needed to synthesize it. The reactants are: [Si:1]([O:8][CH2:9][CH2:10][CH2:11][CH2:12][CH2:13][O:14][C:15]1[C:16]([Se:29][C:30]2[CH:40]=[CH:39][C:33]([C:34]([O:36]CC)=[O:35])=[CH:32][N:31]=2)=[CH:17][C:18]2[C:19]([CH3:28])([CH3:27])[CH2:20][CH2:21][C:22]([CH3:26])([CH3:25])[C:23]=2[CH:24]=1)([C:4]([CH3:7])([CH3:6])[CH3:5])([CH3:3])[CH3:2].[OH-].[Na+]. (4) Given the product [OH:28][C@@H:15]1[C:12]2([CH2:13][CH2:14]2)[O:11][C@@H:10]([C:9]2[CH:8]=[CH:7][N:6]=[CH:5][C:4]=2[N+:1]([O-:3])=[O:2])[CH2:17][C:16]1=[O:18], predict the reactants needed to synthesize it. The reactants are: [N+:1]([C:4]1[CH:5]=[N:6][CH:7]=[CH:8][C:9]=1[C@H:10]1[CH2:17][C:16]([O:18][Si](CC)(CC)CC)=[CH:15][C:12]2([CH2:14][CH2:13]2)[O:11]1)([O-:3])=[O:2].CC1(C)O[O:28]1.CC(C)=O. (5) Given the product [CH2:1]([O:3][C:4]1[C:5]([F:10])=[C:6]([CH:7]=[CH:8][CH:9]=1)[C:28]([OH:30])=[O:29])[CH3:2], predict the reactants needed to synthesize it. The reactants are: [CH2:1]([O:3][C:4]1[CH:9]=[CH:8][CH:7]=[CH:6][C:5]=1[F:10])[CH3:2].C([Li])CCC.CN(C)CCN(C)CCN(C)C.[C:28](=[O:30])=[O:29].